Task: Predict the reactants needed to synthesize the given product.. Dataset: Full USPTO retrosynthesis dataset with 1.9M reactions from patents (1976-2016) (1) Given the product [N:28]([CH2:1]/[CH:2]=[CH:3]/[CH:4]=[CH:5]/[CH2:6][CH2:7][CH2:8][CH2:9][CH3:10])=[N+:29]=[N-:30], predict the reactants needed to synthesize it. The reactants are: [CH2:1](O)/[CH:2]=[CH:3]/[CH:4]=[CH:5]/[CH2:6][CH2:7][CH2:8][CH2:9][CH2:10]CC.C1(P([N:28]=[N+:29]=[N-:30])(C2C=CC=CC=2)=O)C=CC=CC=1.C1CCN2C(=NCCC2)CC1. (2) Given the product [CH2:1]([O:3][C:4](=[O:15])/[CH:5]=[C:6](\[NH:19][O:17][CH3:18])/[C@H:7]([CH3:13])[C@H:8]([CH3:12])[CH2:9][CH2:10][CH3:11])[CH3:2], predict the reactants needed to synthesize it. The reactants are: [CH2:1]([O:3][C:4](=[O:15])[CH2:5][C:6](=O)[C@H:7]([CH3:13])[C@H:8]([CH3:12])[CH2:9][CH2:10][CH3:11])[CH3:2].Cl.[O:17]([NH2:19])[CH3:18].C([O-])(=O)C.[Na+]. (3) Given the product [Cl:1][C:2]1[N:7]=[C:6]([CH:8]=[O:9])[C:5]([NH:10][C:11](=[O:17])[O:12][C:13]([CH3:15])([CH3:14])[CH3:16])=[CH:4][CH:3]=1, predict the reactants needed to synthesize it. The reactants are: [Cl:1][C:2]1[N:7]=[C:6]([CH2:8][OH:9])[C:5]([NH:10][C:11](=[O:17])[O:12][C:13]([CH3:16])([CH3:15])[CH3:14])=[CH:4][CH:3]=1.CC(OI1(OC(C)=O)(OC(C)=O)OC(=O)C2C=CC=CC1=2)=O. (4) The reactants are: C(NC(C)C)(C)C.[Li].Cl[Si](C)(C)C.[CH3:14][C:15]1([CH3:22])[C:20](=[O:21])[CH2:19][CH2:18][O:17][CH2:16]1.C(N(CC)CC)C.[Br:30]N1C(=O)CCC1=O. Given the product [Br:30][CH:19]1[CH2:18][O:17][CH2:16][C:15]([CH3:22])([CH3:14])[C:20]1=[O:21], predict the reactants needed to synthesize it.